From a dataset of Reaction yield outcomes from USPTO patents with 853,638 reactions. Predict the reaction yield, written as a fraction of the theoretical maximum amount of product (1.0 means a 100% yield; for example, 0.34 means a 34% yield). The reactants are [Br:1][C:2]1[CH:3]=[C:4]([C:29]([O-:31])=[O:30])[C:5]2[C:6]([CH2:19][NH:20][C@@H:21]3[CH:26]4[CH2:27][CH2:28][N:23]([CH2:24][CH2:25]4)[CH2:22]3)=[N:7][N:8](COCC[Si](C)(C)C)[C:9]=2[CH:10]=1.[Li+].Cl. The catalyst is CC(O)C. The product is [Br:1][C:2]1[CH:3]=[C:4]([C:29]([OH:31])=[O:30])[C:5]2[C:6]([CH2:19][NH:20][C@@H:21]3[CH:26]4[CH2:25][CH2:24][N:23]([CH2:28][CH2:27]4)[CH2:22]3)=[N:7][NH:8][C:9]=2[CH:10]=1. The yield is 0.400.